From a dataset of NCI-60 drug combinations with 297,098 pairs across 59 cell lines. Regression. Given two drug SMILES strings and cell line genomic features, predict the synergy score measuring deviation from expected non-interaction effect. (1) Drug 1: C1CCC(C1)C(CC#N)N2C=C(C=N2)C3=C4C=CNC4=NC=N3. Drug 2: CC1C(C(CC(O1)OC2CC(CC3=C2C(=C4C(=C3O)C(=O)C5=C(C4=O)C(=CC=C5)OC)O)(C(=O)C)O)N)O.Cl. Cell line: SW-620. Synergy scores: CSS=19.2, Synergy_ZIP=-0.645, Synergy_Bliss=-2.03, Synergy_Loewe=-24.8, Synergy_HSA=-4.02. (2) Drug 1: CC1=CC=C(C=C1)C2=CC(=NN2C3=CC=C(C=C3)S(=O)(=O)N)C(F)(F)F. Drug 2: C1CN1C2=NC(=NC(=N2)N3CC3)N4CC4. Cell line: A549. Synergy scores: CSS=21.7, Synergy_ZIP=-0.0296, Synergy_Bliss=-2.81, Synergy_Loewe=-19.4, Synergy_HSA=-3.52. (3) Drug 1: C1=C(C(=O)NC(=O)N1)N(CCCl)CCCl. Synergy scores: CSS=30.5, Synergy_ZIP=-7.32, Synergy_Bliss=0.753, Synergy_Loewe=1.58, Synergy_HSA=4.03. Drug 2: CC1=C(C(=O)C2=C(C1=O)N3CC4C(C3(C2COC(=O)N)OC)N4)N. Cell line: T-47D. (4) Drug 1: CCCS(=O)(=O)NC1=C(C(=C(C=C1)F)C(=O)C2=CNC3=C2C=C(C=N3)C4=CC=C(C=C4)Cl)F. Drug 2: CS(=O)(=O)C1=CC(=C(C=C1)C(=O)NC2=CC(=C(C=C2)Cl)C3=CC=CC=N3)Cl. Cell line: HOP-62. Synergy scores: CSS=1.64, Synergy_ZIP=-0.914, Synergy_Bliss=-1.54, Synergy_Loewe=-4.37, Synergy_HSA=-4.06. (5) Drug 1: CC1=CC=C(C=C1)C2=CC(=NN2C3=CC=C(C=C3)S(=O)(=O)N)C(F)(F)F. Drug 2: CS(=O)(=O)OCCCCOS(=O)(=O)C. Cell line: M14. Synergy scores: CSS=-7.62, Synergy_ZIP=4.40, Synergy_Bliss=4.00, Synergy_Loewe=-3.26, Synergy_HSA=-2.65.